This data is from Full USPTO retrosynthesis dataset with 1.9M reactions from patents (1976-2016). The task is: Predict the reactants needed to synthesize the given product. (1) Given the product [CH2:19]([O:26][C:27]1[C:34]([C:35]([CH3:36])([CH3:38])[CH3:37])=[CH:33][CH:32]=[CH:31][C:28]=1[CH:29]([C:2]1[CH:7]=[CH:6][CH:5]=[C:4]([C:8]2[CH:13]=[CH:12][CH:11]=[CH:10][N:9]=2)[CH:3]=1)[OH:30])[C:20]1[CH:21]=[CH:22][CH:23]=[CH:24][CH:25]=1, predict the reactants needed to synthesize it. The reactants are: Br[C:2]1[CH:3]=[C:4]([C:8]2[CH:13]=[CH:12][CH:11]=[CH:10][N:9]=2)[CH:5]=[CH:6][CH:7]=1.C([Li])CCC.[CH2:19]([O:26][C:27]1[C:34]([C:35]([CH3:38])([CH3:37])[CH3:36])=[CH:33][CH:32]=[CH:31][C:28]=1[CH:29]=[O:30])[C:20]1[CH:25]=[CH:24][CH:23]=[CH:22][CH:21]=1.[Cl-].[NH4+]. (2) Given the product [F:3][C:4]1[CH:5]=[CH:6][C:7]([C:8]([N:10]([CH3:22])[CH2:11][CH2:12][C:13]2[O:14][C:15]([CH3:18])=[CH:16][CH:17]=2)=[O:9])=[CH:19][CH:20]=1, predict the reactants needed to synthesize it. The reactants are: [H-].[Na+].[F:3][C:4]1[CH:20]=[CH:19][C:7]([C:8]([NH:10][CH2:11][CH2:12][C:13]2[O:14][C:15]([CH3:18])=[CH:16][CH:17]=2)=[O:9])=[CH:6][CH:5]=1.I[CH3:22]. (3) The reactants are: [O:1]=[C:2]1[CH2:7][CH2:6][N:5]([C:8]([O:10][C:11]([CH3:14])([CH3:13])[CH3:12])=[O:9])[CH2:4][CH2:3]1.C(N(CC)CC)C.FC(F)(F)S(O[Si:28]([CH3:31])([CH3:30])[CH3:29])(=O)=O. Given the product [CH3:29][Si:28]([CH3:31])([CH3:30])[O:1][C:2]1[CH2:3][CH2:4][N:5]([C:8]([O:10][C:11]([CH3:14])([CH3:13])[CH3:12])=[O:9])[CH2:6][CH:7]=1, predict the reactants needed to synthesize it. (4) Given the product [CH2:22]([O:29][CH2:30][C:31]([NH:1][C:2]1[CH:11]=[CH:10][CH:9]=[C:8]2[C:3]=1[C:4](=[O:21])[N:5]([CH:13]1[CH2:18][CH2:17][C:16](=[O:19])[NH:15][C:14]1=[O:20])[C:6]([CH3:12])=[N:7]2)=[O:32])[C:23]1[CH:28]=[CH:27][CH:26]=[CH:25][CH:24]=1, predict the reactants needed to synthesize it. The reactants are: [NH2:1][C:2]1[CH:11]=[CH:10][CH:9]=[C:8]2[C:3]=1[C:4](=[O:21])[N:5]([CH:13]1[CH2:18][CH2:17][C:16](=[O:19])[NH:15][C:14]1=[O:20])[C:6]([CH3:12])=[N:7]2.[CH2:22]([O:29][CH2:30][C:31](Cl)=[O:32])[C:23]1[CH:28]=[CH:27][CH:26]=[CH:25][CH:24]=1. (5) Given the product [CH3:1][N:2]([CH2:13][C:14]1[N:18]([CH2:19][C@H:20]2[CH2:25][CH2:24][CH2:23][NH:22][CH2:21]2)[C:17]2[CH:33]=[CH:34][CH:35]=[CH:36][C:16]=2[N:15]=1)[C@H:3]1[C:12]2[N:11]=[CH:10][CH:9]=[CH:8][C:7]=2[CH2:6][CH2:5][CH2:4]1, predict the reactants needed to synthesize it. The reactants are: [CH3:1][N:2]([CH2:13][C:14]1[N:18]([CH2:19][C@H:20]2[CH2:25][CH2:24][CH2:23][N:22](C(OC(C)(C)C)=O)[CH2:21]2)[C:17]2[CH:33]=[CH:34][CH:35]=[CH:36][C:16]=2[N:15]=1)[C@H:3]1[C:12]2[N:11]=[CH:10][CH:9]=[CH:8][C:7]=2[CH2:6][CH2:5][CH2:4]1.CN(CC1N(C[C@H]2CCCNC2)C2C=CC=CC=2N=1)[C@@H]1C2N=CC=CC=2CCC1.